This data is from Forward reaction prediction with 1.9M reactions from USPTO patents (1976-2016). The task is: Predict the product of the given reaction. (1) Given the reactants C([O:5][C:6](=[O:15])[C:7]1[CH:12]=[C:11]([CH3:13])[N:10]=[C:9](Cl)[CH:8]=1)(C)(C)C.CC1(C)C2C(=C(P(C3C=CC=CC=3)C3C=CC=CC=3)C=CC=2)OC2C(P(C3C=CC=CC=3)C3C=CC=CC=3)=CC=CC1=2.[CH3:58][NH:59][CH3:60], predict the reaction product. The product is: [CH3:58][N:59]([CH3:60])[C:9]1[CH:8]=[C:7]([CH:12]=[C:11]([CH3:13])[N:10]=1)[C:6]([OH:5])=[O:15]. (2) Given the reactants [CH3:1][CH:2]([C:13](=[O:22])[CH:14]=[CH:15][C:16]1[CH:21]=[CH:20][CH:19]=[CH:18][CH:17]=1)[C:3](=[O:12])[CH:4]=[CH:5][C:6]1[CH:11]=[CH:10][CH:9]=[CH:8][CH:7]=1, predict the reaction product. The product is: [CH3:1][CH:2]([C:3](=[O:12])[CH2:4][CH2:5][C:6]1[CH:7]=[CH:8][CH:9]=[CH:10][CH:11]=1)[C:13](=[O:22])[CH2:14][CH2:15][C:16]1[CH:21]=[CH:20][CH:19]=[CH:18][CH:17]=1. (3) Given the reactants [C:1]([C:3]([C:6]1[CH:7]=[C:8]([CH:31]=[CH:32][CH:33]=1)[C:9]([NH:11][C:12]1[CH:13]=[C:14]([CH:28]=[CH:29][CH:30]=1)[O:15][C:16]1[CH:17]=[CH:18][C:19]2[N:20]([CH:22]=[C:23](C(O)=O)[N:24]=2)[N:21]=1)=[O:10])([CH3:5])[CH3:4])#[N:2].C1(P(N=[N+]=[N-])(C2C=CC=CC=2)=[O:41])C=CC=CC=1.C([N:53]([CH2:56]C)CC)C.[C:58]([OH:62])([CH3:61])([CH3:60])[CH3:59], predict the reaction product. The product is: [C:1]([C:3]([C:6]1[CH:7]=[C:8]([CH:31]=[CH:32][CH:33]=1)[C:9]([NH:11][C:12]1[CH:13]=[C:14]([CH:28]=[CH:29][CH:30]=1)[O:15][C:16]1[CH:17]=[CH:18][C:19]2[N:20]([CH:22]=[C:23]([NH:53][C:56](=[O:41])[O:62][C:58]([CH3:61])([CH3:60])[CH3:59])[N:24]=2)[N:21]=1)=[O:10])([CH3:5])[CH3:4])#[N:2]. (4) Given the reactants [CH3:1][C:2]1[CH:7]=[CH:6][CH:5]=[C:4]([CH3:8])[C:3]=1[NH:9][C:10]1[CH:18]=[CH:17][CH:16]=[CH:15][C:11]=1[C:12]([OH:14])=O.S(Cl)(Cl)=O.[F:23][C:24]([F:45])([F:44])[O:25][C:26]1[CH:31]=[CH:30][C:29]([N:32]2[CH:36]=[N:35][C:34]([C:37]3[CH:43]=[CH:42][C:40]([NH2:41])=[CH:39][CH:38]=3)=[N:33]2)=[CH:28][CH:27]=1.C(N(CC)C(C)C)(C)C, predict the reaction product. The product is: [CH3:8][C:4]1[CH:5]=[CH:6][CH:7]=[C:2]([CH3:1])[C:3]=1[NH:9][C:10]1[CH:18]=[CH:17][CH:16]=[CH:15][C:11]=1[C:12]([NH:41][C:40]1[CH:42]=[CH:43][C:37]([C:34]2[N:35]=[CH:36][N:32]([C:29]3[CH:30]=[CH:31][C:26]([O:25][C:24]([F:23])([F:45])[F:44])=[CH:27][CH:28]=3)[N:33]=2)=[CH:38][CH:39]=1)=[O:14]. (5) Given the reactants [CH3:1][C:2](=[CH:8][C:9]1[CH:14]=[CH:13][C:12]([CH3:15])=[CH:11][CH:10]=1)[C:3](OCC)=[O:4], predict the reaction product. The product is: [CH3:1][C:2](=[CH:8][C:9]1[CH:10]=[CH:11][C:12]([CH3:15])=[CH:13][CH:14]=1)[CH2:3][OH:4]. (6) Given the reactants [C:1]([O:5][C:6]([N:8]1[C:12]2=[N:13][CH:14]=[CH:15][C:16]([CH2:17][NH:18][C@H:19]([CH:23]3[CH2:27][CH2:26][CH2:25][CH2:24]3)[C:20](O)=[O:21])=[C:11]2[C:10]([C:28]([O:30][CH3:31])=[O:29])=[CH:9]1)=[O:7])([CH3:4])([CH3:3])[CH3:2].CN(C(ON1N=N[C:42]2[CH:43]=[CH:44][CH:45]=[N:46][C:41]1=2)=[N+](C)C)C.F[P-](F)(F)(F)(F)F.C1(N)CCCC1.CN1CCOCC1, predict the reaction product. The product is: [CH:23]1([C@@H:19]([NH:18][CH2:17][C:16]2[CH:15]=[CH:14][N:13]=[C:12]3[N:8]([C:6]([O:5][C:1]([CH3:3])([CH3:2])[CH3:4])=[O:7])[CH:9]=[C:10]([C:28]([O:30][CH3:31])=[O:29])[C:11]=23)[C:20]([NH:46][CH:41]2[CH2:42][CH2:43][CH2:44][CH2:45]2)=[O:21])[CH2:27][CH2:26][CH2:25][CH2:24]1. (7) Given the reactants [CH3:1][C:2]1[CH:3]=[C:4]([CH2:9][CH2:10][NH2:11])[CH:5]=[CH:6][C:7]=1[CH3:8].[CH:12]1([CH:15]=O)[CH2:14][CH2:13]1, predict the reaction product. The product is: [CH:12]1([CH2:15][NH:11][CH2:10][CH2:9][C:4]2[CH:5]=[CH:6][C:7]([CH3:8])=[C:2]([CH3:1])[CH:3]=2)[CH2:14][CH2:13]1. (8) The product is: [CH:1]([N:3]1[CH2:9][C:8]2[CH:10]=[CH:11][C:12]([C:14]([NH:21][OH:22])=[O:15])=[CH:13][C:7]=2[O:6][C@H:5]([CH:18]([CH3:20])[CH3:19])[CH2:4]1)=[O:2]. Given the reactants [CH:1]([N:3]1[CH2:9][C:8]2[CH:10]=[CH:11][C:12]([C:14](OC)=[O:15])=[CH:13][C:7]=2[O:6][C@H:5]([CH:18]([CH3:20])[CH3:19])[CH2:4]1)=[O:2].[NH2:21][OH:22].[OH-].[Na+], predict the reaction product. (9) Given the reactants [CH3:1][C:2]1[C:6]([NH:7][C:8](O[C@H](C2C=CC=CC=2)C)=[O:9])=[C:5]([C:19]2[CH:24]=[CH:23][C:22]([C:25]3[CH:30]=[CH:29][C:28]([C:31]4([C:34](O)=[O:35])[CH2:33][CH2:32]4)=[CH:27][CH:26]=3)=[CH:21][CH:20]=2)[O:4][N:3]=1.[CH3:37][C:38]1[CH:39]=[CH:40][C:41]([S:44]([NH2:47])(=[O:46])=[O:45])=[CH:42][CH:43]=1, predict the reaction product. The product is: [CH3:37][C:38]1[CH:39]=[CH:40][C:41]([S:44]([NH:47][C:34]([C:31]2([C:28]3[CH:29]=[CH:30][C:25]([C:22]4[CH:23]=[CH:24][C:19]([C:5]5[O:4][N:3]=[C:2]([CH3:1])[C:6]=5[NH:7][C:8]([NH:47][S:44]([C:41]5[CH:42]=[CH:43][C:38]([CH3:37])=[CH:39][CH:40]=5)(=[O:45])=[O:46])=[O:9])=[CH:20][CH:21]=4)=[CH:26][CH:27]=3)[CH2:32][CH2:33]2)=[O:35])(=[O:46])=[O:45])=[CH:42][CH:43]=1.